Dataset: Reaction yield outcomes from USPTO patents with 853,638 reactions. Task: Predict the reaction yield, written as a fraction of the theoretical maximum amount of product (1.0 means a 100% yield; for example, 0.34 means a 34% yield). (1) The reactants are [CH2:1]([C@@:4]1([C:20]2[CH:25]=[CH:24][CH:23]=[CH:22][CH:21]=2)[O:9][C:8](=[O:10])[N:7]([C@H:11]([C:13]2[CH:18]=[CH:17][C:16]([Br:19])=[CH:15][CH:14]=2)[CH3:12])[CH2:6][CH2:5]1)[CH:2]=C.[O:26]=[O+][O-].[BH4-].[Na+]. The catalyst is C(Cl)Cl. The product is [Br:19][C:16]1[CH:17]=[CH:18][C:13]([C@@H:11]([N:7]2[CH2:6][CH2:5][C@:4]([CH2:1][CH2:2][OH:26])([C:20]3[CH:21]=[CH:22][CH:23]=[CH:24][CH:25]=3)[O:9][C:8]2=[O:10])[CH3:12])=[CH:14][CH:15]=1. The yield is 0.840. (2) The reactants are [NH2:1][C:2]1[CH:3]=[C:4]2[C:8](=[CH:9][CH:10]=1)[N:7]([CH2:11][CH2:12][N:13]([CH2:16][CH3:17])[CH2:14][CH3:15])[CH:6]=[CH:5]2.[C:18]1([C:24]2[CH:29]=[CH:28][C:27]([S:30](Cl)(=[O:32])=[O:31])=[CH:26][CH:25]=2)[CH:23]=[CH:22][CH:21]=[CH:20][CH:19]=1. No catalyst specified. The product is [CH2:14]([N:13]([CH2:16][CH3:17])[CH2:12][CH2:11][N:7]1[C:8]2[C:4](=[CH:3][C:2]([NH:1][S:30]([C:27]3[CH:26]=[CH:25][C:24]([C:18]4[CH:23]=[CH:22][CH:21]=[CH:20][CH:19]=4)=[CH:29][CH:28]=3)(=[O:32])=[O:31])=[CH:10][CH:9]=2)[CH:5]=[CH:6]1)[CH3:15]. The yield is 0.680. (3) The reactants are [Cl-].O[NH3+:3].[C:4](=[O:7])([O-])[OH:5].[Na+].CS(C)=O.[CH3:13][O:14][CH:15]1[CH2:20][CH2:19][CH:18]([N:21]2[C:26](=[O:27])[C:25]([CH2:28][C:29]3[CH:34]=[CH:33][C:32]([C:35]4[C:36]([C:41]#[N:42])=[CH:37][CH:38]=[CH:39][CH:40]=4)=[CH:31][CH:30]=3)=[C:24]([CH2:43][CH2:44][CH3:45])[N:23]3[N:46]=[CH:47][N:48]=[C:22]23)[CH2:17][CH2:16]1. The catalyst is C(OCC)(=O)C. The product is [CH3:13][O:14][CH:15]1[CH2:16][CH2:17][CH:18]([N:21]2[C:26](=[O:27])[C:25]([CH2:28][C:29]3[CH:34]=[CH:33][C:32]([C:35]4[CH:40]=[CH:39][CH:38]=[CH:37][C:36]=4[C:41]4[NH:3][C:4](=[O:7])[O:5][N:42]=4)=[CH:31][CH:30]=3)=[C:24]([CH2:43][CH2:44][CH3:45])[N:23]3[N:46]=[CH:47][N:48]=[C:22]23)[CH2:19][CH2:20]1. The yield is 0.250. (4) The product is [CH2:50]([O:49][C:48]1[CH:47]=[C:46]([C:57]#[C:58][C:60]2[CH:67]=[CH:66][C:63]([C:64]#[N:65])=[CH:62][CH:61]=2)[N:45]=[N:44][C:43]=1[O:42][CH2:35][C:36]1[CH:37]=[CH:38][CH:39]=[CH:40][CH:41]=1)[C:51]1[CH:56]=[CH:55][CH:54]=[CH:53][CH:52]=1. The yield is 0.730. The reactants are C(OC1N=NC(C#CC2C=CC(C(F)(F)F)=CN=2)=CC=1OCC1C=CC=CC=1)C1C=CC=CC=1.[CH2:35]([O:42][C:43]1[N:44]=[N:45][C:46]([C:57]#[CH:58])=[CH:47][C:48]=1[O:49][CH2:50][C:51]1[CH:56]=[CH:55][CH:54]=[CH:53][CH:52]=1)[C:36]1[CH:41]=[CH:40][CH:39]=[CH:38][CH:37]=1.I[C:60]1[CH:67]=[CH:66][C:63]([C:64]#[N:65])=[CH:62][CH:61]=1. No catalyst specified.